From a dataset of Catalyst prediction with 721,799 reactions and 888 catalyst types from USPTO. Predict which catalyst facilitates the given reaction. (1) Reactant: [NH2:1][C@@H:2]([CH2:34][C:35]1[CH:40]=[CH:39][CH:38]=[CH:37][CH:36]=1)[C@@H:3]([OH:33])[CH2:4][C@@H:5]([NH:20][C:21]([C@@H:23]([NH:28][C:29](=[O:32])[O:30][CH3:31])[C:24]([CH3:27])([CH3:26])[CH3:25])=[O:22])[CH2:6][C:7]1[CH:12]=[CH:11][C:10]([C:13]2[CH:18]=[CH:17][C:16]([CH3:19])=[CH:15][N:14]=2)=[CH:9][CH:8]=1.[CH3:41][O:42][C:43]([NH:45][C@@H:46]([C:50]([CH3:53])([CH3:52])[CH3:51])[C:47](O)=[O:48])=[O:44].CCOP(ON1N=NC2C=CC=CC=2C1=O)(OCC)=O.C(N(CC)C(C)C)(C)C. Product: [CH3:41][O:42][C:43](=[O:44])[NH:45][C@@H:46]([C:50]([CH3:52])([CH3:51])[CH3:53])[C:47](=[O:48])[NH:1][C@@H:2]([CH2:34][C:35]1[CH:36]=[CH:37][CH:38]=[CH:39][CH:40]=1)[C@@H:3]([OH:33])[CH2:4][C@H:5]([CH2:6][C:7]1[CH:12]=[CH:11][C:10]([C:13]2[CH:18]=[CH:17][C:16]([CH3:19])=[CH:15][N:14]=2)=[CH:9][CH:8]=1)[NH:20][C:21](=[O:22])[C@H:23]([C:24]([CH3:27])([CH3:26])[CH3:25])[NH:28][C:29](=[O:32])[O:30][CH3:31]. The catalyst class is: 1. (2) Reactant: [N:1]([CH2:4][CH2:5][NH:6][C:7]1[C:8]([C:12]2[N:16]([C:17]3[CH:22]=[CH:21][C:20]([F:23])=[C:19]([Br:24])[CH:18]=3)[C:15](=[O:25])[O:14][N:13]=2)=[N:9][O:10][N:11]=1)=[N+]=[N-].[I-:26].[Na+].Cl[Si](C)(C)C.S([O-])([O-])(=O)=S.[Na+].[Na+]. Product: [IH:26].[NH2:1][CH2:4][CH2:5][NH:6][C:7]1[C:8]([C:12]2[N:16]([C:17]3[CH:22]=[CH:21][C:20]([F:23])=[C:19]([Br:24])[CH:18]=3)[C:15](=[O:25])[O:14][N:13]=2)=[N:9][O:10][N:11]=1. The catalyst class is: 24. (3) Reactant: [CH2:1]([C:3]1[CH:8]=[CH:7][C:6]([CH2:9][N:10]2[CH2:15][CH2:14][CH:13]([CH2:16][NH:17][C:18]3[CH:23]=[CH:22][C:21]([N:24]4[CH2:29][CH2:28][O:27][CH2:26][CH2:25]4)=[C:20]([F:30])[CH:19]=3)[CH2:12][CH2:11]2)=[CH:5][CH:4]=1)[CH3:2].[C:31]1([CH2:37][C:38](Cl)=[O:39])[CH:36]=[CH:35][CH:34]=[CH:33][CH:32]=1. The catalyst class is: 2. Product: [CH2:1]([C:3]1[CH:8]=[CH:7][C:6]([CH2:9][N:10]2[CH2:11][CH2:12][CH:13]([CH2:16][N:17]([C:18]3[CH:23]=[CH:22][C:21]([N:24]4[CH2:25][CH2:26][O:27][CH2:28][CH2:29]4)=[C:20]([F:30])[CH:19]=3)[C:38](=[O:39])[CH2:37][C:31]3[CH:36]=[CH:35][CH:34]=[CH:33][CH:32]=3)[CH2:14][CH2:15]2)=[CH:5][CH:4]=1)[CH3:2]. (4) Reactant: [CH3:1][O:2][CH2:3][CH2:4][O:5][CH2:6][CH2:7][O:8][CH2:9][CH2:10][O:11][C@H:12]1[CH2:16][CH2:15][N:14]([C:17](=O)[C@@H:18]([NH:25][C:26](=O)OCC2C=CC=CC=2)[C:19]2[CH:24]=[CH:23][CH:22]=[CH:21][CH:20]=2)[CH2:13]1.[N+:37]([O-])([OH:39])=[O:38].[OH-].[Na+].O. Product: [CH3:1][O:2][CH2:3][CH2:4][O:5][CH2:6][CH2:7][O:8][CH2:9][CH2:10][O:11][C@H:12]1[CH2:16][CH2:15][N:14]([CH2:17][C@H:18]([C:19]2[CH:24]=[CH:23][CH:22]=[C:21]([N+:37]([O-:39])=[O:38])[CH:20]=2)[NH:25][CH3:26])[CH2:13]1. The catalyst class is: 65. (5) Reactant: [Br:1][C:2]1[C:3]([NH:16][C@@H:17]2[CH2:22][CH2:21][C@H:20]([O:23][CH2:24][CH2:25][OH:26])[CH2:19][CH2:18]2)=[N:4][C:5]([N:9]2C(C)=CC=C2C)=[N:6][C:7]=1[CH3:8].Cl.NO.C(O)C. Product: [NH2:9][C:5]1[N:4]=[C:3]([NH:16][C@@H:17]2[CH2:18][CH2:19][C@H:20]([O:23][CH2:24][CH2:25][OH:26])[CH2:21][CH2:22]2)[C:2]([Br:1])=[C:7]([CH3:8])[N:6]=1. The catalyst class is: 6. (6) Reactant: [CH2:1]([NH2:3])[CH3:2].CO.[NH:6]1[CH:10]=[N:9][C:8]([S:11](F)(=[O:13])=[O:12])=[N:7]1. Product: [CH2:1]([NH:3][S:11]([C:8]1[N:9]=[CH:10][NH:6][N:7]=1)(=[O:13])=[O:12])[CH3:2]. The catalyst class is: 15. (7) Reactant: [C:1]([O:5][C:6]([NH:8][C@@H:9]([CH2:39][C:40]1[CH:45]=[CH:44][C:43]([OH:46])=[CH:42][CH:41]=1)[CH2:10][N:11]([CH2:14][CH:15]([NH:31][C:32]([O:34][C:35]([CH3:38])([CH3:37])[CH3:36])=[O:33])[CH2:16][C:17]1[CH:22]=[CH:21][C:20]([O:23][CH2:24]C2C=CC=CC=2)=[CH:19][CH:18]=1)[CH2:12][CH3:13])=[O:7])([CH3:4])([CH3:3])[CH3:2].[N+](=[CH2:49])=[N-]. Product: [C:35]([O:34][C:32]([NH:31][C@@H:15]([CH2:16][C:17]1[CH:18]=[CH:19][C:20]([O:23][CH3:24])=[CH:21][CH:22]=1)[CH2:14][N:11]([CH2:10][CH:9]([NH:8][C:6]([O:5][C:1]([CH3:2])([CH3:4])[CH3:3])=[O:7])[CH2:39][C:40]1[CH:45]=[CH:44][C:43]([O:46][CH3:49])=[CH:42][CH:41]=1)[CH2:12][CH3:13])=[O:33])([CH3:37])([CH3:36])[CH3:38]. The catalyst class is: 27.